The task is: Binary Classification. Given a drug SMILES string, predict its activity (active/inactive) in a high-throughput screening assay against a specified biological target.. This data is from HIV replication inhibition screening data with 41,000+ compounds from the AIDS Antiviral Screen. The drug is CCOC(=O)NNC(=N)c1cccc(Br)c1. The result is 0 (inactive).